From a dataset of Catalyst prediction with 721,799 reactions and 888 catalyst types from USPTO. Predict which catalyst facilitates the given reaction. (1) Reactant: [N:1]1[C:6]2[C:7]3[CH:15]=[CH:14][CH:13]=[CH:12][C:8]=3[CH2:9][CH2:10][CH2:11][C:5]=2[C:4](=[O:16])[NH:3][CH:2]=1.[C:17]1([CH3:27])[CH:22]=[CH:21][C:20]([S:23](Cl)(=[O:25])=[O:24])=[CH:19][CH:18]=1.C(N(CC)CC)C. Product: [CH3:27][C:17]1[CH:22]=[CH:21][C:20]([S:23]([O:16][C:4]2[C:5]3[CH2:11][CH2:10][CH2:9][C:8]4[CH:12]=[CH:13][CH:14]=[CH:15][C:7]=4[C:6]=3[N:1]=[CH:2][N:3]=2)(=[O:25])=[O:24])=[CH:19][CH:18]=1. The catalyst class is: 79. (2) Reactant: C(N(CC)CC)C.[C:8]([O:12][C:13]([N:15]1[CH2:18][CH:17]([NH2:19])[CH2:16]1)=[O:14])([CH3:11])([CH3:10])[CH3:9].[C:20](Cl)(=[O:23])[CH2:21][CH3:22].O. Product: [C:8]([O:12][C:13]([N:15]1[CH2:18][CH:17]([NH:19][C:20](=[O:23])[CH2:21][CH3:22])[CH2:16]1)=[O:14])([CH3:11])([CH3:9])[CH3:10]. The catalyst class is: 2. (3) Reactant: [NH2:1][CH2:2][CH2:3][CH2:4][NH2:5].[F:6][C:7]1[CH:23]=[CH:22][C:10]([O:11][C:12]2[CH:17]=[CH:16][C:15]([S:18](Cl)(=[O:20])=[O:19])=[CH:14][CH:13]=2)=[CH:9][CH:8]=1. The catalyst class is: 4. Product: [NH2:1][CH2:2][CH2:3][CH2:4][NH:5][S:18]([C:15]1[CH:16]=[CH:17][C:12]([O:11][C:10]2[CH:22]=[CH:23][C:7]([F:6])=[CH:8][CH:9]=2)=[CH:13][CH:14]=1)(=[O:19])=[O:20]. (4) Reactant: [CH3:1][NH:2][CH2:3][CH2:4][C@H:5]([O:11][C:12]1[C:21]2[C:16](=[CH:17][CH:18]=[CH:19][CH:20]=2)[CH:15]=[CH:14][CH:13]=1)[C:6]1[S:10][CH:9]=[CH:8][CH:7]=1.[ClH:22]. Product: [CH3:1][NH:2][CH2:3][CH2:4][C@H:5]([O:11][C:12]1[C:21]2[C:16](=[CH:17][CH:18]=[CH:19][CH:20]=2)[CH:15]=[CH:14][CH:13]=1)[C:6]1[S:10][CH:9]=[CH:8][CH:7]=1.[ClH:22]. The catalyst class is: 32. (5) Reactant: [C:1]([N:4]1[C:12]2[C:7](=[CH:8][CH:9]=[CH:10][CH:11]=2)[CH2:6][CH:5]1[C:13]#[N:14])(=[O:3])[CH3:2].[OH2:15].C([O-])([O-])=O.[Na+].[Na+].[NH2:22]O.Cl. Product: [C:1]([N:4]1[C:12]2[C:7](=[CH:8][CH:9]=[CH:10][CH:11]=2)[CH2:6][CH:5]1[C:13](=[N:22][OH:15])[NH2:14])(=[O:3])[CH3:2]. The catalyst class is: 8. (6) Reactant: [CH3:1][C:2]1[N:9]2[C:5]([S:6][C:7]([C:10]([OH:12])=O)=[N:8]2)=[CH:4][N:3]=1.C(N(C(C)C)CC)(C)C.C(P1(=O)OP(CCC)(=O)OP(CCC)(=O)O1)CC.[C:40]1([CH:46]2[CH2:50][CH2:49][CH2:48][NH:47]2)[CH:45]=[CH:44][CH:43]=[CH:42][CH:41]=1. Product: [CH3:1][C:2]1[N:9]2[C:5]([S:6][C:7]([C:10]([N:47]3[CH2:48][CH2:49][CH2:50][CH:46]3[C:40]3[CH:45]=[CH:44][CH:43]=[CH:42][CH:41]=3)=[O:12])=[N:8]2)=[CH:4][N:3]=1. The catalyst class is: 2. (7) Reactant: [Br:1][C:2]1[N:7]=[C:6]([C@:8]2([CH3:19])[C:13]([F:15])([F:14])[C:12]([CH3:17])([CH3:16])[O:11][C:10]([NH2:18])=[N:9]2)[C:5]([F:20])=[CH:4][CH:3]=1.C(N(CC)CC)C.[CH3:28][O:29][C:30]1[CH:51]=[CH:50][C:33]([C:34](Cl)([C:43]2[CH:48]=[CH:47][CH:46]=[CH:45][CH:44]=2)[C:35]2[CH:40]=[CH:39][C:38]([O:41][CH3:42])=[CH:37][CH:36]=2)=[CH:32][CH:31]=1. Product: [CH3:42][O:41][C:38]1[CH:37]=[CH:36][C:35]([C:34]([NH:18][C:10]2[O:11][C:12]([CH3:16])([CH3:17])[C:13]([F:14])([F:15])[C@:8]([C:6]3[C:5]([F:20])=[CH:4][CH:3]=[C:2]([Br:1])[N:7]=3)([CH3:19])[N:9]=2)([C:33]2[CH:32]=[CH:31][C:30]([O:29][CH3:28])=[CH:51][CH:50]=2)[C:43]2[CH:48]=[CH:47][CH:46]=[CH:45][CH:44]=2)=[CH:40][CH:39]=1. The catalyst class is: 4.